Dataset: Forward reaction prediction with 1.9M reactions from USPTO patents (1976-2016). Task: Predict the product of the given reaction. (1) Given the reactants [CH2:1]([C:5]1[N:6]=[C:7]([CH3:27])[NH:8][C:9](=[O:26])[C:10]=1[CH2:11][C:12]1[CH:17]=[CH:16][C:15]([C:18]2[C:19]([C:24]#[N:25])=[CH:20][CH:21]=[CH:22][CH:23]=2)=[CH:14][CH:13]=1)[CH2:2][CH2:3][CH3:4].[H-].[Na+].I[CH2:31][CH2:32][CH2:33][CH3:34].[Cl-].O[NH3+:37].[C:38](=[O:41])([O-])[OH:39].[Na+], predict the reaction product. The product is: [CH2:31]([N:8]1[C:9](=[O:26])[C:10]([CH2:11][C:12]2[CH:17]=[CH:16][C:15]([C:18]3[CH:23]=[CH:22][CH:21]=[CH:20][C:19]=3[C:24]3[NH:37][C:38](=[O:41])[O:39][N:25]=3)=[CH:14][CH:13]=2)=[C:5]([CH2:1][CH2:2][CH2:3][CH3:4])[N:6]=[C:7]1[CH3:27])[CH2:32][CH2:33][CH3:34]. (2) Given the reactants [H-].[H-].[H-].[H-].[Li+].[Al+3].[CH2:7]([C:11]1[CH:12]=[C:13]([CH:19]=[CH:20][CH:21]=1)[C:14](OCC)=[O:15])[CH2:8][CH:9]=[CH2:10], predict the reaction product. The product is: [CH2:7]([C:11]1[CH:12]=[C:13]([CH2:14][OH:15])[CH:19]=[CH:20][CH:21]=1)[CH2:8][CH:9]=[CH2:10]. (3) Given the reactants C(N(CC)CC)C.[NH2:8][CH2:9][C:10]1[CH:11]=[C:12]([I:18])[C:13]([NH2:17])=[N:14][C:15]=1[CH3:16].[C:19](O[C:19]([O:21][C:22]([CH3:25])([CH3:24])[CH3:23])=[O:20])([O:21][C:22]([CH3:25])([CH3:24])[CH3:23])=[O:20], predict the reaction product. The product is: [NH2:17][C:13]1[N:14]=[C:15]([CH3:16])[C:10]([CH2:9][NH:8][C:19](=[O:20])[O:21][C:22]([CH3:25])([CH3:24])[CH3:23])=[CH:11][C:12]=1[I:18].